Dataset: Catalyst prediction with 721,799 reactions and 888 catalyst types from USPTO. Task: Predict which catalyst facilitates the given reaction. (1) Reactant: [Br:1][C:2]1[CH:7]=[CH:6][C:5]([C:8]2[N:12]([C:13]3[CH:14]=[CH:15][C:16]([S:19]([NH2:22])(=[O:21])=[O:20])=[N:17][CH:18]=3)[N:11]=[C:10]([C:23]([F:26])([F:25])[F:24])[CH:9]=2)=[CH:4][CH:3]=1.[Cl:27]N1C(=O)CCC1=O.S([O-])([O-])(=O)=S.[Na+].[Na+].C(OCC)C. Product: [Br:1][C:2]1[CH:7]=[CH:6][C:5]([C:8]2[N:12]([C:13]3[CH:14]=[CH:15][C:16]([S:19]([NH2:22])(=[O:20])=[O:21])=[N:17][CH:18]=3)[N:11]=[C:10]([C:23]([F:26])([F:24])[F:25])[C:9]=2[Cl:27])=[CH:4][CH:3]=1. The catalyst class is: 9. (2) Reactant: [F:1][C:2]([F:25])([F:24])[O:3][C:4]1[CH:9]=[CH:8][C:7]([N:10]2[CH:14]=[N:13][C:12]([C:15]3[CH:20]=[CH:19][C:18]([CH:21]([OH:23])[CH3:22])=[CH:17][CH:16]=3)=[N:11]2)=[CH:6][CH:5]=1.C(N(CC)CC)C.C1C=CN=CC=1.O=S(=O)=O. Product: [F:25][C:2]([F:1])([F:24])[O:3][C:4]1[CH:5]=[CH:6][C:7]([N:10]2[CH:14]=[N:13][C:12]([C:15]3[CH:20]=[CH:19][C:18]([C:21](=[O:23])[CH3:22])=[CH:17][CH:16]=3)=[N:11]2)=[CH:8][CH:9]=1. The catalyst class is: 764. (3) Reactant: [CH3:1][O:2][N:3]1[CH2:32][CH2:31][C:6]2([N:10]([O:11]COC)[C:9](=[O:15])[C:8]([C:16]3[C:21]([CH3:22])=[CH:20][C:19]([CH3:23])=[CH:18][C:17]=3[CH3:24])=[C:7]2[O:25][C:26](=[O:30])[O:27][CH2:28][CH3:29])[CH2:5][CH2:4]1.Br[Si](C)(C)C. Product: [OH:11][N:10]1[C:6]2([CH2:31][CH2:32][N:3]([O:2][CH3:1])[CH2:4][CH2:5]2)[C:7]([O:25][C:26](=[O:30])[O:27][CH2:28][CH3:29])=[C:8]([C:16]2[C:17]([CH3:24])=[CH:18][C:19]([CH3:23])=[CH:20][C:21]=2[CH3:22])[C:9]1=[O:15]. The catalyst class is: 4. (4) Reactant: [CH3:1][C:2]([Si:5]([CH2:8][CH:9]1[CH2:14][N:13]2[CH2:15][CH2:16][NH:17][CH2:18][CH:12]2[CH2:11][NH:10]1)([CH3:7])[CH3:6])([CH3:4])[CH3:3].C(N(CC)CC)C.[C:26](Cl)(=[O:28])[CH3:27]. Product: [C:26]([N:17]1[CH2:16][CH2:15][N:13]2[CH2:14][CH:9]([CH2:8][Si:5]([C:2]([CH3:1])([CH3:3])[CH3:4])([CH3:6])[CH3:7])[NH:10][CH2:11][CH:12]2[CH2:18]1)(=[O:28])[CH3:27]. The catalyst class is: 4. (5) Reactant: [OH-].[K+].C([O:5][C:6]([C:8]1([C:14]([O:16]CC)=[O:15])[CH2:13][CH2:12][O:11][CH2:10][CH2:9]1)=[O:7])C. Product: [O:11]1[CH2:10][CH2:9][C:8]([C:6]([OH:7])=[O:5])([C:14]([OH:16])=[O:15])[CH2:13][CH2:12]1. The catalyst class is: 8.